Dataset: NCI-60 drug combinations with 297,098 pairs across 59 cell lines. Task: Regression. Given two drug SMILES strings and cell line genomic features, predict the synergy score measuring deviation from expected non-interaction effect. (1) Drug 1: COC1=CC(=CC(=C1O)OC)C2C3C(COC3=O)C(C4=CC5=C(C=C24)OCO5)OC6C(C(C7C(O6)COC(O7)C8=CC=CS8)O)O. Drug 2: C1=C(C(=O)NC(=O)N1)N(CCCl)CCCl. Cell line: CCRF-CEM. Synergy scores: CSS=79.5, Synergy_ZIP=-0.804, Synergy_Bliss=-1.30, Synergy_Loewe=-0.155, Synergy_HSA=2.94. (2) Drug 1: C1=NC2=C(N1)C(=S)N=C(N2)N. Drug 2: CC1=C(C=C(C=C1)C(=O)NC2=CC(=CC(=C2)C(F)(F)F)N3C=C(N=C3)C)NC4=NC=CC(=N4)C5=CN=CC=C5. Cell line: ACHN. Synergy scores: CSS=52.7, Synergy_ZIP=-1.64, Synergy_Bliss=-2.62, Synergy_Loewe=-5.65, Synergy_HSA=-3.30. (3) Drug 1: CCC(=C(C1=CC=CC=C1)C2=CC=C(C=C2)OCCN(C)C)C3=CC=CC=C3.C(C(=O)O)C(CC(=O)O)(C(=O)O)O. Drug 2: CCC1(C2=C(COC1=O)C(=O)N3CC4=CC5=C(C=CC(=C5CN(C)C)O)N=C4C3=C2)O.Cl. Cell line: OVCAR-4. Synergy scores: CSS=6.45, Synergy_ZIP=-1.65, Synergy_Bliss=0.762, Synergy_Loewe=-2.40, Synergy_HSA=-1.37. (4) Drug 1: CN(C)C1=NC(=NC(=N1)N(C)C)N(C)C. Drug 2: N.N.Cl[Pt+2]Cl. Cell line: 786-0. Synergy scores: CSS=-0.315, Synergy_ZIP=1.39, Synergy_Bliss=1.64, Synergy_Loewe=-1.07, Synergy_HSA=-1.20. (5) Drug 1: CN(C)C1=NC(=NC(=N1)N(C)C)N(C)C. Drug 2: CC1C(C(=O)NC(C(=O)N2CCCC2C(=O)N(CC(=O)N(C(C(=O)O1)C(C)C)C)C)C(C)C)NC(=O)C3=C4C(=C(C=C3)C)OC5=C(C(=O)C(=C(C5=N4)C(=O)NC6C(OC(=O)C(N(C(=O)CN(C(=O)C7CCCN7C(=O)C(NC6=O)C(C)C)C)C)C(C)C)C)N)C. Cell line: U251. Synergy scores: CSS=8.19, Synergy_ZIP=0.739, Synergy_Bliss=3.94, Synergy_Loewe=2.16, Synergy_HSA=1.43.